Dataset: Full USPTO retrosynthesis dataset with 1.9M reactions from patents (1976-2016). Task: Predict the reactants needed to synthesize the given product. (1) The reactants are: [CH2:1]([O:8][CH:9]1[CH2:13][O:12][CH:11]([CH2:14][CH:15]=[O:16])[CH2:10]1)[C:2]1[CH:7]=[CH:6][CH:5]=[CH:4][CH:3]=1.[BH4-].[Na+]. Given the product [CH2:1]([O:8][CH:9]1[CH2:13][O:12][CH:11]([CH2:14][CH2:15][OH:16])[CH2:10]1)[C:2]1[CH:3]=[CH:4][CH:5]=[CH:6][CH:7]=1, predict the reactants needed to synthesize it. (2) Given the product [F:1][C:2]1[CH:3]=[C:4]2[C:8](=[CH:9][CH:10]=1)[N:7]([S:26]([CH3:25])(=[O:28])=[O:27])[CH:6]=[C:5]2[C:11]([O:13][C:14]([CH3:17])([CH3:16])[CH3:15])=[O:12], predict the reactants needed to synthesize it. The reactants are: [F:1][C:2]1[CH:3]=[C:4]2[C:8](=[CH:9][CH:10]=1)[NH:7][CH:6]=[C:5]2[C:11]([O:13][C:14]([CH3:17])([CH3:16])[CH3:15])=[O:12].C(N(CC)CC)C.[CH3:25][S:26](Cl)(=[O:28])=[O:27].O. (3) Given the product [NH2:1][C:2]1[CH:3]=[N:4][CH:5]=[C:6]([CH:10]=1)[C:7]([O:9][CH2:15][CH3:16])=[O:8], predict the reactants needed to synthesize it. The reactants are: [NH2:1][C:2]1[CH:3]=[N:4][CH:5]=[C:6]([CH:10]=1)[C:7]([OH:9])=[O:8].S(Cl)(Cl)=O.[CH2:15](O)[CH3:16]. (4) Given the product [CH3:1][O:2][C:3]([C:5]1[CH:10]=[CH:9][C:8]([CH2:11][Br:19])=[CH:7][N:6]=1)=[O:4], predict the reactants needed to synthesize it. The reactants are: [CH3:1][O:2][C:3]([C:5]1[CH:10]=[CH:9][C:8]([CH3:11])=[CH:7][N:6]=1)=[O:4].C1C(=O)N([Br:19])C(=O)C1.CC(N=NC(C#N)(C)C)(C#N)C. (5) Given the product [ClH:29].[F:1][C:2]1[C:10]2[C:6](=[C:7]3[NH:14][C:13](=[O:15])[CH:12]=[C:11]([CH:16]4[CH2:21][CH2:20][NH:19][CH2:18][CH2:17]4)[N:8]3[N:9]=2)[CH:5]=[CH:4][CH:3]=1, predict the reactants needed to synthesize it. The reactants are: [F:1][C:2]1[C:10]2[C:6](=[C:7]3[NH:14][C:13](=[O:15])[CH:12]=[C:11]([CH:16]4[CH2:21][CH2:20][N:19](C(OC(C)(C)C)=O)[CH2:18][CH2:17]4)[N:8]3[N:9]=2)[CH:5]=[CH:4][CH:3]=1.[ClH:29]. (6) Given the product [CH3:21][C:22]1[C:27]([S:5][Si:4]([CH:1]([CH3:3])[CH3:2])([CH:6]([CH3:8])[CH3:7])[CH:9]([CH3:11])[CH3:10])=[CH:26][CH:25]=[CH:24][C:23]=1[N:29]1[C:33](=[O:34])[N:32]([CH3:35])[N:31]=[N:30]1, predict the reactants needed to synthesize it. The reactants are: [CH:1]([Si:4]([CH:9]([CH3:11])[CH3:10])([CH:6]([CH3:8])[CH3:7])[SH:5])([CH3:3])[CH3:2].C1(C)C=CC=CC=1.[H-].[Na+].[CH3:21][C:22]1[C:27](Br)=[CH:26][CH:25]=[CH:24][C:23]=1[N:29]1[C:33](=[O:34])[N:32]([CH3:35])[N:31]=[N:30]1.